From a dataset of Full USPTO retrosynthesis dataset with 1.9M reactions from patents (1976-2016). Predict the reactants needed to synthesize the given product. (1) Given the product [ClH:17].[Cl:17][CH2:11][C:10]1[NH:1][C:2]2=[N:3][C:4]([CH3:9])=[CH:5][CH:6]=[C:7]2[N:8]=1, predict the reactants needed to synthesize it. The reactants are: [NH2:1][C:2]1[C:7]([NH2:8])=[CH:6][CH:5]=[C:4]([CH3:9])[N:3]=1.[C:10](O)(=O)[CH2:11]O.S(Cl)([Cl:17])=O. (2) Given the product [CH:1]1([CH2:4][CH2:5][O:6][C:13]2[CH:39]=[CH:38][C:16]3[N:17]=[C:18]([N:20]4[CH2:25][CH2:24][CH:23]([O:26][CH2:27][C@@H:28]([NH:30][C:31](=[O:37])[O:32][C:33]([CH3:34])([CH3:35])[CH3:36])[CH3:29])[CH2:22][CH2:21]4)[O:19][C:15]=3[CH:14]=2)[CH2:3][CH2:2]1, predict the reactants needed to synthesize it. The reactants are: [CH:1]1([CH2:4][CH2:5][OH:6])[CH2:3][CH2:2]1.CS(Cl)(=O)=O.O[C:13]1[CH:39]=[CH:38][C:16]2[N:17]=[C:18]([N:20]3[CH2:25][CH2:24][CH:23]([O:26][CH2:27][C@@H:28]([NH:30][C:31](=[O:37])[O:32][C:33]([CH3:36])([CH3:35])[CH3:34])[CH3:29])[CH2:22][CH2:21]3)[O:19][C:15]=2[CH:14]=1.C(=O)([O-])[O-].[K+].[K+]. (3) Given the product [CH:1]1([NH:4][C:5](=[O:16])[NH:6][C:7]2[CH:12]=[CH:11][C:10]([C:24]3[N:29]=[C:28]([CH2:30][S:31]([CH:34]4[CH2:36][CH2:35]4)(=[O:32])=[O:33])[CH:27]=[C:26]([N:37]4[CH2:42][CH2:41][O:40][CH2:39][C@@H:38]4[CH3:43])[N:25]=3)=[CH:9][CH:8]=2)[CH2:3][CH2:2]1, predict the reactants needed to synthesize it. The reactants are: [CH:1]1([NH:4][C:5](=[O:16])[NH:6][C:7]2[CH:12]=[CH:11][C:10](B(O)O)=[CH:9][CH:8]=2)[CH2:3][CH2:2]1.C(=O)([O-])[O-].[Na+].[Na+].Cl[C:24]1[N:29]=[C:28]([CH2:30][S:31]([CH:34]2[CH2:36][CH2:35]2)(=[O:33])=[O:32])[CH:27]=[C:26]([N:37]2[CH2:42][CH2:41][O:40][CH2:39][C@@H:38]2[CH3:43])[N:25]=1. (4) Given the product [CH2:8]([O:9][C:11]1[CH:31]=[CH:30][C:14]([O:15][CH2:16][CH2:17][N:18]2[CH2:19][CH2:20][CH:21]([N:24]3[CH2:28][CH2:27][CH2:26][C:25]3=[O:29])[CH2:22][CH2:23]2)=[CH:13][CH:12]=1)[CH2:7][C:1]1[CH:6]=[CH:5][CH:4]=[CH:3][CH:2]=1, predict the reactants needed to synthesize it. The reactants are: [C:1]1([CH2:7][CH2:8][OH:9])[CH:6]=[CH:5][CH:4]=[CH:3][CH:2]=1.O[C:11]1[CH:31]=[CH:30][C:14]([O:15][CH2:16][CH2:17][N:18]2[CH2:23][CH2:22][CH:21]([N:24]3[CH2:28][CH2:27][CH2:26][C:25]3=[O:29])[CH2:20][CH2:19]2)=[CH:13][CH:12]=1. (5) The reactants are: Cl.[NH2:2][C@H:3]1[CH2:8][CH2:7][C@H:6]([C:9](O)=[O:10])[CH2:5][CH2:4]1.COCCO[AlH2-]OCCOC.[Na+].[OH-].[Na+]. Given the product [NH2:2][C@H:3]1[CH2:8][CH2:7][C@H:6]([CH2:9][OH:10])[CH2:5][CH2:4]1, predict the reactants needed to synthesize it. (6) Given the product [C:23]([O:25][CH2:26][CH2:27][O:20][C:4]1[CH:3]=[C:2]([Cl:1])[C:14]2[C:13]3[C:8](=[CH:9][CH:10]=[CH:11][CH:12]=3)[C@:7]([OH:15])([C:16]([F:18])([F:19])[F:17])[C:6]=2[CH:5]=1)(=[O:24])[CH3:22], predict the reactants needed to synthesize it. The reactants are: [Cl:1][C:2]1[C:14]2[C:13]3[C:8](=[CH:9][CH:10]=[CH:11][CH:12]=3)[C@@:7]([C:16]([F:19])([F:18])[F:17])([OH:15])[C:6]=2[CH:5]=[C:4]([OH:20])[CH:3]=1.Br[CH2:22][C:23]([O:25][CH2:26][CH3:27])=[O:24].C(=O)([O-])[O-].[K+].[K+].O. (7) Given the product [CH2:14]([N:18]1[C:26]2[N:25]=[C:24]([Cl:27])[NH:23][C:22]=2[C:21](=[O:28])[N:20]([CH2:29][CH2:30][C:31]2[O:1][N:2]=[C:3]([CH2:4][CH2:5][C:6]3[CH:11]=[CH:10][CH:9]=[CH:8][CH:7]=3)[N:12]=2)[C:19]1=[O:36])[CH2:15][CH2:16][CH3:17], predict the reactants needed to synthesize it. The reactants are: [OH:1][NH:2]/[C:3](=[N:12]\[H])/[CH2:4][CH2:5][C:6]1[CH:11]=[CH:10][CH:9]=[CH:8][CH:7]=1.[CH2:14]([N:18]1[C:26]2[N:25]=[C:24]([Cl:27])[NH:23][C:22]=2[C:21](=[O:28])[N:20]([CH2:29][CH2:30][C:31](OCC)=O)[C:19]1=[O:36])[CH2:15][CH2:16][CH3:17]. (8) Given the product [S:24]1[C:25]2[CH:30]=[CH:29][CH:28]=[CH:27][C:26]=2[C:22]([N:16]2[CH2:17][CH2:18][N:19]([CH2:2][CH2:3][C:4]3[CH:9]=[CH:8][C:7]([NH:10][C:11](=[O:13])[CH3:12])=[C:6]([CH3:14])[CH:5]=3)[CH2:20][CH2:21]2)=[N:23]1, predict the reactants needed to synthesize it. The reactants are: Cl[CH2:2][CH2:3][C:4]1[CH:9]=[CH:8][C:7]([NH:10][C:11](=[O:13])[CH3:12])=[C:6]([CH3:14])[CH:5]=1.Cl.[N:16]1([C:22]2[C:26]3[CH:27]=[CH:28][CH:29]=[CH:30][C:25]=3[S:24][N:23]=2)[CH2:21][CH2:20][NH:19][CH2:18][CH2:17]1.